Dataset: Full USPTO retrosynthesis dataset with 1.9M reactions from patents (1976-2016). Task: Predict the reactants needed to synthesize the given product. (1) Given the product [NH2:13][C:3]1[CH:4]=[CH:5][C:6]([C:8]2[S:9][CH:10]=[CH:11][CH:12]=2)=[CH:7][C:2]=1[NH:1][C:29](=[O:30])[C:28]1[CH:32]=[CH:33][C:25]([S:21](=[O:24])(=[O:23])[NH2:22])=[CH:26][CH:27]=1, predict the reactants needed to synthesize it. The reactants are: [NH2:1][C:2]1[CH:7]=[C:6]([C:8]2[S:9][CH:10]=[CH:11][CH:12]=2)[CH:5]=[CH:4][C:3]=1[NH:13]C(=O)OC(C)(C)C.[S:21]([C:25]1[CH:33]=[CH:32][C:28]([C:29](O)=[O:30])=[CH:27][CH:26]=1)(=[O:24])(=[O:23])[NH2:22].CN(C(ON1N=NC2C=CC=NC1=2)=[N+](C)C)C.F[P-](F)(F)(F)(F)F.CCN(C(C)C)C(C)C. (2) Given the product [ClH:43].[CH2:28]([O:27][C:15]1[CH:14]=[C:13]2[C:18](=[CH:17][C:16]=1[O:19][CH2:20][C:21]1[CH:26]=[CH:25][CH:24]=[CH:23][CH:22]=1)[CH:8]([CH2:7][C:4]1[CH:5]=[CH:6][C:1]([C:13]3[CH:18]=[CH:17][CH:16]=[CH:15][CH:14]=3)=[CH:2][CH:3]=1)[NH:10][CH2:11][CH2:12]2)[C:1]1[CH:6]=[CH:5][CH:4]=[CH:3][CH:2]=1, predict the reactants needed to synthesize it. The reactants are: [C:1]1(C2C=CC=CC=2)[CH:6]=[CH:5][C:4]([CH2:7][C:8]([NH:10][CH2:11][CH2:12][C:13]2[CH:18]=[CH:17][C:16]([O:19][CH2:20][C:21]3[CH:26]=[CH:25][CH:24]=[CH:23][CH:22]=3)=[C:15]([O:27][CH2:28]C3C=CC=CC=3)[CH:14]=2)=O)=[CH:3][CH:2]=1.P(Cl)(Cl)([Cl:43])=O.[BH4-].[Na+]. (3) Given the product [CH2:5]([NH:6][C:9]1[CH:10]=[CH:11][N:6]([CH2:5][C:4]2[CH:14]=[CH:15][CH:16]=[C:2]([F:1])[CH:3]=2)[C:7](=[O:13])[CH:8]=1)[C:4]1[CH:14]=[CH:15][CH:16]=[CH:2][CH:3]=1, predict the reactants needed to synthesize it. The reactants are: [F:1][C:2]1[CH:3]=[C:4]([CH:14]=[CH:15][CH:16]=1)[CH2:5][N:6]1[CH:11]=[CH:10][C:9](O)=[CH:8][C:7]1=[O:13]. (4) Given the product [CH2:1]([O:3][C:4](=[O:31])[C:5]([O:23][C:24]1[CH:29]=[CH:28][CH:27]=[CH:26][C:25]=1[F:30])([CH3:22])[CH2:6][C:8]1[CH:9]=[CH:10][C:11]([O:14][CH2:15][C:16]2[CH:21]=[CH:20][CH:19]=[CH:18][CH:17]=2)=[CH:12][CH:13]=1)[CH3:2], predict the reactants needed to synthesize it. The reactants are: [CH2:1]([O:3][C:4](=[O:31])[C:5]([O:23][C:24]1[CH:29]=[CH:28][CH:27]=[CH:26][C:25]=1[F:30])([CH3:22])[CH:6]([C:8]1[CH:13]=[CH:12][C:11]([O:14][CH2:15][C:16]2[CH:21]=[CH:20][CH:19]=[CH:18][CH:17]=2)=[CH:10][CH:9]=1)O)[CH3:2].B(F)(F)F.CCOCC.C([SiH](CC)CC)C.C([O-])([O-])=O.[Na+].[Na+]. (5) Given the product [CH3:34][N:31]1[CH2:30][CH2:29][N:28]([C:4]2[CH:5]=[C:6]([N:8]3[CH:17]([CH3:18])[CH2:16][C:15]4[C:10](=[CH:11][C:12]([C:19]5[CH:24]=[CH:23][N:22]=[C:21]([C:25]([N:35]6[CH2:39][CH2:38][CH2:37][CH2:36]6)=[O:26])[CH:20]=5)=[CH:13][CH:14]=4)[CH2:9]3)[N:7]=[C:2]([NH2:1])[N:3]=2)[CH2:33][CH2:32]1, predict the reactants needed to synthesize it. The reactants are: [NH2:1][C:2]1[N:7]=[C:6]([N:8]2[CH:17]([CH3:18])[CH2:16][C:15]3[C:10](=[CH:11][C:12]([C:19]4[CH:24]=[CH:23][N:22]=[C:21]([C:25](O)=[O:26])[CH:20]=4)=[CH:13][CH:14]=3)[CH2:9]2)[CH:5]=[C:4]([N:28]2[CH2:33][CH2:32][N:31]([CH3:34])[CH2:30][CH2:29]2)[N:3]=1.[NH:35]1[CH2:39][CH2:38][CH2:37][CH2:36]1. (6) Given the product [CH:9]1([C:2]2[CH:3]=[C:4]([CH:7]=[O:8])[S:5][CH:6]=2)[CH2:11][CH2:10]1, predict the reactants needed to synthesize it. The reactants are: Br[C:2]1[CH:3]=[C:4]([CH:7]=[O:8])[S:5][CH:6]=1.[CH:9]1(OB(O)O)[CH2:11][CH2:10]1.C(=O)([O-])[O-].[Cs+].[Cs+]. (7) Given the product [Si:1]([O:8][C:9]1[CH:10]=[CH:11][C:12]2[CH2:18][C:17]([C:19]3[CH:24]=[CH:23][C:22]([O:25][Si:26]([C:29]([CH3:31])([CH3:30])[CH3:32])([CH3:28])[CH3:27])=[CH:21][CH:20]=3)([CH2:33][CH2:34][Se:46][C:41]3[CH:42]=[CH:43][CH:44]=[CH:45][C:40]=3[N+:37]([O-:39])=[O:38])[CH2:16][CH2:15][CH2:14][C:13]=2[CH:36]=1)([C:4]([CH3:6])([CH3:5])[CH3:7])([CH3:2])[CH3:3], predict the reactants needed to synthesize it. The reactants are: [Si:1]([O:8][C:9]1[CH:10]=[CH:11][C:12]2[CH2:18][C:17]([CH2:33][CH2:34]O)([C:19]3[CH:24]=[CH:23][C:22]([O:25][Si:26]([C:29]([CH3:32])([CH3:31])[CH3:30])([CH3:28])[CH3:27])=[CH:21][CH:20]=3)[CH2:16][CH2:15][CH2:14][C:13]=2[CH:36]=1)([C:4]([CH3:7])([CH3:6])[CH3:5])([CH3:3])[CH3:2].[N+:37]([C:40]1[CH:45]=[CH:44][CH:43]=[CH:42][C:41]=1[Se:46]C#N)([O-:39])=[O:38].C(P(CCCC)CCCC)CCC.